From a dataset of Full USPTO retrosynthesis dataset with 1.9M reactions from patents (1976-2016). Predict the reactants needed to synthesize the given product. (1) The reactants are: Cl[C:2]1[C:7]([F:8])=[CH:6][CH:5]=[CH:4][N:3]=1.[CH:9]1([C:13]#[N:14])[CH2:12][CH2:11][CH2:10]1.C[Si](C)(C)[N-][Si](C)(C)C.[Na+]. Given the product [F:8][C:7]1[C:2]([C:9]2([C:13]#[N:14])[CH2:12][CH2:11][CH2:10]2)=[N:3][CH:4]=[CH:5][CH:6]=1, predict the reactants needed to synthesize it. (2) Given the product [C:29]([O:32][C:33](=[O:34])[NH:1][CH2:2][CH2:3][CH:4]([C:6]1[CH:11]=[CH:10][C:9]([N:12]([C:13]2[CH:18]=[CH:17][C:16]([O:19][CH2:20][C:21]3[CH:22]=[CH:23][CH:24]=[CH:25][CH:26]=3)=[CH:15][CH:14]=2)[CH3:27])=[CH:8][CH:7]=1)[CH3:5])([CH3:31])([CH3:30])[CH3:28], predict the reactants needed to synthesize it. The reactants are: [NH2:1][CH2:2][CH2:3][CH:4]([C:6]1[CH:11]=[CH:10][C:9]([N:12]([CH3:27])[C:13]2[CH:18]=[CH:17][C:16]([O:19][CH2:20][C:21]3[CH:26]=[CH:25][CH:24]=[CH:23][CH:22]=3)=[CH:15][CH:14]=2)=[CH:8][CH:7]=1)[CH3:5].[CH3:28][C:29]([O:32][C:33](O[C:33]([O:32][C:29]([CH3:31])([CH3:30])[CH3:28])=[O:34])=[O:34])([CH3:31])[CH3:30].